This data is from Full USPTO retrosynthesis dataset with 1.9M reactions from patents (1976-2016). The task is: Predict the reactants needed to synthesize the given product. Given the product [C:16]([O:20][C:21]([N:23]1[CH2:28][CH2:27][CH:26]([CH2:29][CH2:30][CH2:31][C:32]([C:9]2[O:10][C:6]([C:2]3[O:1][CH:5]=[CH:4][CH:3]=3)=[CH:7][N:8]=2)=[O:33])[CH2:25][CH2:24]1)=[O:22])([CH3:19])([CH3:18])[CH3:17], predict the reactants needed to synthesize it. The reactants are: [O:1]1[CH:5]=[CH:4][CH:3]=[C:2]1[C:6]1[O:10][CH:9]=[N:8][CH:7]=1.[Li]CCCC.[C:16]([O:20][C:21]([N:23]1[CH2:28][CH2:27][CH:26]([CH2:29][CH2:30][CH2:31][C:32](Cl)=[O:33])[CH2:25][CH2:24]1)=[O:22])([CH3:19])([CH3:18])[CH3:17].